From a dataset of Forward reaction prediction with 1.9M reactions from USPTO patents (1976-2016). Predict the product of the given reaction. (1) Given the reactants CO[C:3]([C:5]1[O:9][N:8]=[C:7]([O:10][CH2:11][C:12]2[C:13]([C:18]3[CH:23]=[CH:22][C:21]([F:24])=[CH:20][N:19]=3)=[N:14][O:15][C:16]=2[CH3:17])[CH:6]=1)=[O:4].COC(C1ON=C(OC[C:36]2[C:37]([C:42]3C=CC=CN=3)=[N:38]OC=2C)C=1)=O.C(N)(C)C, predict the reaction product. The product is: [CH:37]([NH:38][C:3]([C:5]1[O:9][N:8]=[C:7]([O:10][CH2:11][C:12]2[C:13]([C:18]3[CH:23]=[CH:22][C:21]([F:24])=[CH:20][N:19]=3)=[N:14][O:15][C:16]=2[CH3:17])[CH:6]=1)=[O:4])([CH3:42])[CH3:36]. (2) Given the reactants [C:1]1([C:7]2[N:8]=[C:9]([C:12]3[N:13]=[CH:14][N:15]4[C:20](=[O:21])[N:19]([CH2:22][C:23]#[CH:24])[N:18]=[N:17][C:16]=34)[NH:10][CH:11]=2)[CH:6]=[CH:5][CH:4]=[CH:3][CH:2]=1.[H-].[Na+].[CH3:27]I, predict the reaction product. The product is: [CH3:27][N:10]1[CH:11]=[C:7]([C:1]2[CH:2]=[CH:3][CH:4]=[CH:5][CH:6]=2)[N:8]=[C:9]1[C:12]1[N:13]=[CH:14][N:15]2[C:20](=[O:21])[N:19]([CH2:22][C:23]#[CH:24])[N:18]=[N:17][C:16]=12. (3) Given the reactants Cl[C:2]1[CH:3]=[CH:4][N:5]2[C:10]([C:11]=1[CH3:12])=[C:9]([CH:13]1[CH2:15][CH2:14]1)[CH:8]=[C:7]([C:16]([O:18][CH3:19])=[O:17])[C:6]2=[O:20].[CH3:21][N:22]1[C:30]2[C:25](=[CH:26][C:27](B(O)O)=[CH:28][CH:29]=2)[CH:24]=[N:23]1, predict the reaction product. The product is: [CH3:21][N:22]1[C:30]2[C:25](=[CH:26][C:27]([C:2]3[CH:3]=[CH:4][N:5]4[C:10]([C:11]=3[CH3:12])=[C:9]([CH:13]3[CH2:15][CH2:14]3)[CH:8]=[C:7]([C:16]([O:18][CH3:19])=[O:17])[C:6]4=[O:20])=[CH:28][CH:29]=2)[CH:24]=[N:23]1. (4) Given the reactants [CH3:1][CH:2]([OH:4])[CH3:3].C1(P(C2C=CC=CC=2)C2C=CC=CC=2)C=CC=CC=1.[I:24][C:25]1[CH:30]=[CH:29][NH:28][C:27](=O)[CH:26]=1.CC(OC(/N=N/C(OC(C)C)=O)=O)C, predict the reaction product. The product is: [I:24][C:25]1[CH:30]=[CH:29][N:28]=[C:27]([O:4][CH:2]([CH3:3])[CH3:1])[CH:26]=1.